Predict the reactants needed to synthesize the given product. From a dataset of Full USPTO retrosynthesis dataset with 1.9M reactions from patents (1976-2016). (1) Given the product [CH2:10]([N:12]1[C:24]2[CH2:23][CH2:22][CH:21]([CH:25]3[CH2:30][CH2:29][O:28][CH2:27][CH2:26]3)[CH2:20][C:19]=2[C:18]2[C:13]1=[CH:14][CH:15]=[C:16]([C:31]([N:33]([CH2:35][CH2:36][CH2:37][C:38]([NH:44][CH2:43][CH2:41][OH:42])=[O:40])[CH3:34])=[O:32])[CH:17]=2)[CH3:11], predict the reactants needed to synthesize it. The reactants are: C(N(CC)C(C)C)(C)C.[CH2:10]([N:12]1[C:24]2[CH2:23][CH2:22][CH:21]([CH:25]3[CH2:30][CH2:29][O:28][CH2:27][CH2:26]3)[CH2:20][C:19]=2[C:18]2[C:13]1=[CH:14][CH:15]=[C:16]([C:31]([N:33]([CH2:35][CH2:36][CH2:37][C:38]([OH:40])=O)[CH3:34])=[O:32])[CH:17]=2)[CH3:11].[CH2:41]([CH2:43][NH2:44])[OH:42].CN(C(ON1N=NC2C=CC=NC1=2)=[N+](C)C)C.F[P-](F)(F)(F)(F)F. (2) Given the product [CH3:1][C:2]1[N:3]=[CH:4][C:5]2[N:6]([N:14]=[C:15]([NH:17][C:19]3[CH:20]=[CH:21][C:22]([N:25]4[CH2:26][CH2:27][O:28][CH2:29][CH2:30]4)=[CH:23][CH:24]=3)[N:16]=2)[C:7]=1[C:8]1[CH:9]=[N:10][N:11]([CH3:13])[CH:12]=1, predict the reactants needed to synthesize it. The reactants are: [CH3:1][C:2]1[N:3]=[CH:4][C:5]2[N:6]([N:14]=[C:15]([NH2:17])[N:16]=2)[C:7]=1[C:8]1[CH:9]=[N:10][N:11]([CH3:13])[CH:12]=1.Cl[C:19]1[CH:24]=[CH:23][C:22]([N:25]2[CH2:30][CH2:29][O:28][CH2:27][CH2:26]2)=[CH:21][CH:20]=1.[Li+].C[Si]([N-][Si](C)(C)C)(C)C. (3) Given the product [Br:62][C:63]1[CH:64]=[C:65]([CH2:71][N:20]([CH2:19][C:10]2[C:11]([NH:12][CH:13]3[CH2:14][CH2:15][O:16][CH2:17][CH2:18]3)=[C:6]3[CH:5]=[N:4][N:3]([CH2:1][CH3:2])[C:7]3=[N:8][C:9]=2[CH2:29][CH3:30])[C:21]([C:23]2([C:26]([NH2:32])=[O:27])[CH2:24][CH2:25]2)=[O:22])[CH:66]=[CH:67][C:68]=1[O:69][CH3:70], predict the reactants needed to synthesize it. The reactants are: [CH2:1]([N:3]1[C:7]2=[N:8][C:9]([CH2:29][CH3:30])=[C:10]([CH2:19][NH:20][C:21]([C:23]3([C:26](O)=[O:27])[CH2:25][CH2:24]3)=[O:22])[C:11]([NH:12][CH:13]3[CH2:18][CH2:17][O:16][CH2:15][CH2:14]3)=[C:6]2[CH:5]=[N:4]1)[CH3:2].C[N:32](C(ON1N=NC2C=CC=CC1=2)=[N+](C)C)C.F[P-](F)(F)(F)(F)F.CCN(CC)CC.[Br:62][C:63]1[CH:64]=[C:65]([CH2:71]N)[CH:66]=[CH:67][C:68]=1[O:69][CH3:70].